This data is from NCI-60 drug combinations with 297,098 pairs across 59 cell lines. The task is: Regression. Given two drug SMILES strings and cell line genomic features, predict the synergy score measuring deviation from expected non-interaction effect. (1) Drug 1: CC1=C(C(=O)C2=C(C1=O)N3CC4C(C3(C2COC(=O)N)OC)N4)N. Drug 2: CN1C=C(C=N1)C2=C3N=C(C(=C(N3N=C2)N)Br)C4CCCNC4. Cell line: NCIH23. Synergy scores: CSS=73.6, Synergy_ZIP=1.56, Synergy_Bliss=-1.04, Synergy_Loewe=1.14, Synergy_HSA=5.92. (2) Drug 1: CC=C1C(=O)NC(C(=O)OC2CC(=O)NC(C(=O)NC(CSSCCC=C2)C(=O)N1)C(C)C)C(C)C. Drug 2: CS(=O)(=O)OCCCCOS(=O)(=O)C. Cell line: SN12C. Synergy scores: CSS=24.8, Synergy_ZIP=-1.84, Synergy_Bliss=-3.14, Synergy_Loewe=-4.97, Synergy_HSA=-3.61.